This data is from Full USPTO retrosynthesis dataset with 1.9M reactions from patents (1976-2016). The task is: Predict the reactants needed to synthesize the given product. (1) Given the product [Cl:9][C:10]1[CH:15]=[CH:14][C:13]2[C:7]3[C:5](=[CH:4][CH:3]=[CH:2][CH:8]=3)[NH:6][C:12]=2[N:11]=1, predict the reactants needed to synthesize it. The reactants are: Cl[C:2]1[CH:8]=[CH:7][C:5]([NH2:6])=[CH:4][CH:3]=1.[Cl:9][C:10]1[C:15](Cl)=[CH:14][CH:13]=[CH:12][N:11]=1.C1C=CC(P(C2C=CC=CC=2)C2C=CC=CC=2)=CC=1.CC([O-])(C)C.[Na+]. (2) The reactants are: [O:1]1[C:5]2[CH:6]=[CH:7][CH:8]=[CH:9][C:4]=2[CH:3]=[C:2]1[C:10]([NH:12][C@@H:13]([CH2:29][CH2:30][CH2:31][NH:32][C:33]([O:35][CH2:36][C:37]1[CH:42]=[CH:41][CH:40]=[CH:39][CH:38]=1)=[O:34])[C:14]([NH:16][C:17]1[CH:28]=[CH:27][CH:26]=[CH:25][C:18]=1[O:19][CH2:20][C:21]([O:23]C)=[O:22])=[O:15])=[O:11].[OH-].[Na+:44]. Given the product [O:1]1[C:5]2[CH:6]=[CH:7][CH:8]=[CH:9][C:4]=2[CH:3]=[C:2]1[C:10]([NH:12][C@@H:13]([CH2:29][CH2:30][CH2:31][NH:32][C:33]([O:35][CH2:36][C:37]1[CH:38]=[CH:39][CH:40]=[CH:41][CH:42]=1)=[O:34])[C:14]([NH:16][C:17]1[CH:28]=[CH:27][CH:26]=[CH:25][C:18]=1[O:19][CH2:20][C:21]([O-:23])=[O:22])=[O:15])=[O:11].[Na+:44], predict the reactants needed to synthesize it. (3) Given the product [NH2:29][C:14]1[N:13]=[CH:12][N:11]=[C:10]([NH:9][CH2:8][CH:7]2[C@@H:6]3[C@H:2]2[CH2:3][N:4]([C:36](=[O:39])[CH:37]=[CH2:38])[CH2:5]3)[C:15]=1[C:16]1[CH:17]=[CH:18][C:19]([O:22][C:23]2[CH:24]=[CH:25][CH:26]=[CH:27][CH:28]=2)=[CH:20][CH:21]=1, predict the reactants needed to synthesize it. The reactants are: Cl.[C@@H:2]12[CH:7]([CH2:8][NH:9][C:10]3[C:15]([C:16]4[CH:21]=[CH:20][C:19]([O:22][C:23]5[CH:28]=[CH:27][CH:26]=[CH:25][CH:24]=5)=[CH:18][CH:17]=4)=[C:14]([NH2:29])[N:13]=[CH:12][N:11]=3)[C@@H:6]1[CH2:5][NH:4][CH2:3]2.N1C=CC=CC=1.[C:36](Cl)(=[O:39])[CH:37]=[CH2:38].C(Cl)Cl. (4) Given the product [O:44]=[C:43]([NH:3][C:6]1[C:15]2[C:10](=[CH:11][CH:12]=[CH:13][CH:14]=2)[CH:9]=[CH:8][C:7]=1[NH:16][C:17]1[CH:22]=[CH:21][C:20]([C:23]2[N:24]([CH2:28][CH2:29][C:30]3[CH:35]=[CH:34][CH:33]=[CH:32][CH:31]=3)[CH:25]=[CH:26][N:27]=2)=[CH:19][CH:18]=1)[CH2:45][C:46]([O:48][CH2:49][CH3:50])=[O:47], predict the reactants needed to synthesize it. The reactants are: CO.[N+:3]([C:6]1[C:15]2[C:10](=[CH:11][CH:12]=[CH:13][CH:14]=2)[CH:9]=[CH:8][C:7]=1[NH:16][C:17]1[CH:22]=[CH:21][C:20]([C:23]2[N:24]([CH2:28][CH2:29][C:30]3[CH:35]=[CH:34][CH:33]=[CH:32][CH:31]=3)[CH:25]=[CH:26][N:27]=2)=[CH:19][CH:18]=1)([O-])=O.C(=O)([O-])[O-].[Na+].[Na+].Cl[C:43]([CH2:45][C:46]([O:48][CH2:49][CH3:50])=[O:47])=[O:44]. (5) Given the product [N:12]1[C:11]2[CH:10]=[CH:9][C:8]([C:13]3[CH:14]=[CH:15][C:16]([C@@H:19]([N:21]4[CH2:26][CH2:25][C@:24]([CH2:33][C:34]([OH:37])([CH3:35])[CH3:36])([C:27]5[CH:28]=[CH:29][CH:30]=[CH:31][CH:32]=5)[O:23][C:22]4=[O:38])[CH3:20])=[CH:17][CH:18]=3)=[CH:7][C:6]=2[NH:5][N:1]=1, predict the reactants needed to synthesize it. The reactants are: [N:1]([O-])=O.[Na+].[NH2:5][C:6]1[CH:7]=[C:8]([C:13]2[CH:18]=[CH:17][C:16]([C@@H:19]([N:21]3[CH2:26][CH2:25][C@:24]([CH2:33][C:34]([OH:37])([CH3:36])[CH3:35])([C:27]4[CH:32]=[CH:31][CH:30]=[CH:29][CH:28]=4)[O:23][C:22]3=[O:38])[CH3:20])=[CH:15][CH:14]=2)[CH:9]=[CH:10][C:11]=1[NH2:12]. (6) Given the product [Br:11][C:12]1[CH:17]=[CH:16][C:15]([CH2:18][O:10][C:6]2[CH:5]=[C:4]([NH2:1])[CH:9]=[CH:8][CH:7]=2)=[CH:14][CH:13]=1, predict the reactants needed to synthesize it. The reactants are: [N+:1]([C:4]1[CH:5]=[C:6]([OH:10])[CH:7]=[CH:8][CH:9]=1)([O-])=O.[Br:11][C:12]1[CH:17]=[CH:16][C:15]([CH2:18]Br)=[CH:14][CH:13]=1.BrCC1C=CC=C(F)C=1.